This data is from Reaction yield outcomes from USPTO patents with 853,638 reactions. The task is: Predict the reaction yield, written as a fraction of the theoretical maximum amount of product (1.0 means a 100% yield; for example, 0.34 means a 34% yield). The reactants are [CH3:1][O:2][C:3]([C@@H:5]1[C@H:10](C(O)=O)[CH:9]2[CH2:14][CH2:15][CH:6]1[CH2:7][CH2:8]2)=[O:4].C([N:18](CC)CC)C.Cl[C:24]([O:26][CH2:27][CH3:28])=[O:25].[N-]=[N+]=[N-].[Na+].[CH2:33](O)[C:34]1C=C[CH:37]=[CH:36][CH:35]=1. The catalyst is O1CCCC1.O.C1C=CC=CC=1.ClCCl. The product is [CH3:1][O:2][C:3]([C@H:5]1[C@@H:10]([NH:18][C:24]([O:26][CH2:27][C:28]2[CH:37]=[CH:36][CH:35]=[CH:34][CH:33]=2)=[O:25])[CH:9]2[CH2:8][CH2:7][CH:6]1[CH2:15][CH2:14]2)=[O:4]. The yield is 0.380.